From a dataset of Catalyst prediction with 721,799 reactions and 888 catalyst types from USPTO. Predict which catalyst facilitates the given reaction. (1) Reactant: [H-].[Na+].[CH3:3][C:4]1[NH:5][C:6]([N+:9]([O-:11])=[O:10])=[CH:7][N:8]=1.CS(O[CH2:17][CH2:18][C:19]#[CH:20])(=O)=O. Product: [CH2:20]([N:8]1[CH:7]=[C:6]([N+:9]([O-:11])=[O:10])[N:5]=[C:4]1[CH3:3])[CH2:19][C:18]#[CH:17]. The catalyst class is: 3. (2) Reactant: [C:1]([O:4][CH2:5][C:6]1[CH:11]=[CH:10][C:9]([CH:12]([CH:20]2[CH2:24][CH2:23][CH2:22][CH2:21]2)[C:13]([O:15]C(C)(C)C)=[O:14])=[CH:8][CH:7]=1)(=[O:3])[CH3:2].FC(F)(F)C(O)=O. Product: [C:1]([O:4][CH2:5][C:6]1[CH:11]=[CH:10][C:9]([CH:12]([CH:20]2[CH2:24][CH2:23][CH2:22][CH2:21]2)[C:13]([OH:15])=[O:14])=[CH:8][CH:7]=1)(=[O:3])[CH3:2]. The catalyst class is: 4. (3) Reactant: O(C1C=CC([C:14]2[N:22]=[C:21]([N:23]3[CH2:28][CH2:27][NH:26][CH2:25][CH2:24]3)[CH:20]=[CH:19][C:15]=2[C:16]([NH2:18])=O)=CC=1)C1C=CC=CC=1.[Cl:29]C1C=CC(C(N)=O)=C(C2C=CC(OC3C=CC=CC=3)=CC=2)N=1.[C:52]([O-:55])([O-])=[O:53].[K+].[K+].[CH3:58][C:59]1([CH3:72])[C:63](C)(C)OB(C2CCNCC=2)O1. Product: [Cl:29][C:14]1[N:22]=[C:21]([N:23]2[CH2:24][CH2:25][N:26]([C:52]([O:55][C:59]([CH3:72])([CH3:63])[CH3:58])=[O:53])[CH2:27][CH2:28]2)[CH:20]=[CH:19][C:15]=1[C:16]#[N:18]. The catalyst class is: 70. (4) Reactant: [Cl:1][C:2]1[CH:9]=[C:8]([N:10]2[CH2:15][CH2:14][NH:13][CH2:12][CH2:11]2)[CH:7]=[CH:6][C:3]=1[CH:4]=[O:5].Cl[C:17]([O:19][CH2:20][CH3:21])=[O:18].C([O-])([O-])=O.[Na+].[Na+]. Product: [CH2:20]([O:19][C:17]([N:13]1[CH2:12][CH2:11][N:10]([C:8]2[CH:7]=[CH:6][C:3]([CH:4]=[O:5])=[C:2]([Cl:1])[CH:9]=2)[CH2:15][CH2:14]1)=[O:18])[CH3:21]. The catalyst class is: 1. (5) Reactant: C([O:9][CH2:10][C@@H:11]1[CH2:15][C@@H:14]([CH2:16][C:17]([CH3:19])=[CH2:18])[C@H:13]([N:20]2[C:24]3[N:25]=[C:26]([NH2:30])[NH:27][C:28](=[O:29])[C:23]=3[S:22][C:21]2=[O:31])[O:12]1)(=O)C1C=CC=CC=1.C([O-])([O-])=O.[K+].[K+]. Product: [NH2:30][C:26]1[NH:27][C:28](=[O:29])[C:23]2[S:22][C:21](=[O:31])[N:20]([C@H:13]3[C@H:14]([CH2:16][C:17]([CH3:19])=[CH2:18])[CH2:15][C@@H:11]([CH2:10][OH:9])[O:12]3)[C:24]=2[N:25]=1. The catalyst class is: 5. (6) Reactant: [CH3:1][N:2]([CH2:4][C:5]([OH:7])=O)[CH3:3].CCN(C(C)C)C(C)C.CN(C(ON1N=NC2C=CC=NC1=2)=[N+](C)C)C.F[P-](F)(F)(F)(F)F.[F:41][C:42]1[CH:50]=[C:49]2[C:45]([C:46]([C:60]3[CH:61]=[C:62]([NH2:67])[C:63]([NH2:66])=[CH:64][CH:65]=3)=[CH:47][N:48]2[S:51]([C:54]2[CH:59]=[CH:58][CH:57]=[CH:56][CH:55]=2)(=[O:53])=[O:52])=[CH:44][CH:43]=1. Product: [NH2:66][C:63]1[CH:64]=[CH:65][C:60]([C:46]2[C:45]3[C:49](=[CH:50][C:42]([F:41])=[CH:43][CH:44]=3)[N:48]([S:51]([C:54]3[CH:59]=[CH:58][CH:57]=[CH:56][CH:55]=3)(=[O:53])=[O:52])[CH:47]=2)=[CH:61][C:62]=1[NH:67][C:5](=[O:7])[CH2:4][N:2]([CH3:3])[CH3:1]. The catalyst class is: 1.